Task: Predict the reaction yield, written as a fraction of the theoretical maximum amount of product (1.0 means a 100% yield; for example, 0.34 means a 34% yield).. Dataset: Reaction yield outcomes from USPTO patents with 853,638 reactions (1) The reactants are [NH2:1][C:2]1[CH:3]=[C:4]([CH:10]=[CH:11][CH:12]=1)[C:5]([O:7][CH2:8][CH3:9])=[O:6].N1C=CC=CC=1.Cl[C:20]([O:22][CH2:23][C:24]([Cl:27])([Cl:26])[Cl:25])=[O:21].C(OCC)(=O)C. The catalyst is O1CCCC1.O. The product is [Cl:25][C:24]([Cl:27])([Cl:26])[CH2:23][O:22][C:20]([NH:1][C:2]1[CH:3]=[C:4]([CH:10]=[CH:11][CH:12]=1)[C:5]([O:7][CH2:8][CH3:9])=[O:6])=[O:21]. The yield is 0.910. (2) The reactants are [NH:1]1[C:11]2[C:6](=[CH:7][CH:8]=[CH:9][CH:10]=2)[C:4](=O)[C:2]1=[O:3].[C:12]([NH:20][NH2:21])(=[O:19])[C:13]1[CH:18]=[CH:17][CH:16]=[CH:15][CH:14]=1. No catalyst specified. The product is [CH2:2]([N:1]1[C:11]2[C:6](=[CH:7][CH:8]=[CH:9][CH:10]=2)/[C:4](=[N:21]/[NH:20][C:12](=[O:19])[C:13]2[CH:18]=[CH:17][CH:16]=[CH:15][CH:14]=2)/[C:2]1=[O:3])[CH2:4][CH2:6][CH2:7][CH3:8]. The yield is 0.781. (3) The reactants are [F:1][C:2]1[CH:3]=[C:4]([CH:30]=[CH:31][CH:32]=1)[CH2:5][N:6]1[C:18]2[CH2:17][CH2:16][C@@H:15]([NH:19][C:20](=[O:24])[CH:21]([CH3:23])[CH3:22])[CH2:14][C:13]=2[C:12]2[C:7]1=[CH:8][CH:9]=[C:10]([C:25]1[S:26]C=N[N:29]=1)[CH:11]=2.C(N)(=S)C.C([O-])(O)=O.[Na+]. The catalyst is Cl.O1CCOCC1. The product is [F:1][C:2]1[CH:3]=[C:4]([CH:30]=[CH:31][CH:32]=1)[CH2:5][N:6]1[C:18]2[CH2:17][CH2:16][C@@H:15]([NH:19][C:20](=[O:24])[CH:21]([CH3:22])[CH3:23])[CH2:14][C:13]=2[C:12]2[C:7]1=[CH:8][CH:9]=[C:10]([C:25](=[S:26])[NH2:29])[CH:11]=2. The yield is 0.600. (4) The reactants are [ClH:1].Cl.[NH:3]1[CH2:8][CH2:7][CH:6]([O:9][C:10]2[CH:25]=[CH:24][C:13]([O:14][CH2:15][CH2:16][CH2:17][N:18]3[CH2:23][CH2:22][CH2:21][CH2:20][CH2:19]3)=[CH:12][CH:11]=2)[CH2:5][CH2:4]1.CN(C)C=O.CN(C(ON1N=NC2C=CC=CC1=2)=[N+](C)C)C.F[P-](F)(F)(F)(F)F.[CH3:55][C:56]1([C:59](O)=[O:60])[CH2:58][CH2:57]1.C([O-])(O)=O.[Na+]. The catalyst is C(N(CC)CC)C. The product is [ClH:1].[CH3:55][C:56]1([C:59]([N:3]2[CH2:4][CH2:5][CH:6]([O:9][C:10]3[CH:11]=[CH:12][C:13]([O:14][CH2:15][CH2:16][CH2:17][N:18]4[CH2:23][CH2:22][CH2:21][CH2:20][CH2:19]4)=[CH:24][CH:25]=3)[CH2:7][CH2:8]2)=[O:60])[CH2:58][CH2:57]1. The yield is 0.530. (5) The reactants are [Cl-].[NH4+:2].[OH-].[NH4+].Cl[O-].[Na+].[NH:8]1[CH:12]=[C:11]([C:13]([O:15][CH2:16][CH3:17])=[O:14])[CH:10]=[C:9]1[C:18]([O:20][CH2:21][CH3:22])=[O:19].[OH-].[Na+].NCl. The catalyst is CC(OC)(C)C.CN(C=O)C. The product is [NH2:2][N:8]1[CH:12]=[C:11]([C:13]([O:15][CH2:16][CH3:17])=[O:14])[CH:10]=[C:9]1[C:18]([O:20][CH2:21][CH3:22])=[O:19]. The yield is 0.950. (6) The reactants are [Cl:1][C:2]1[CH:7]=[CH:6][C:5]([CH2:8][C:9](N)=[O:10])=[CH:4][C:3]=1[N+:12]([O-:14])=[O:13].[CH3:15][OH:16]. No catalyst specified. The product is [CH3:15][O:16][C:9](=[O:10])[CH2:8][C:5]1[CH:6]=[CH:7][C:2]([Cl:1])=[C:3]([N+:12]([O-:14])=[O:13])[CH:4]=1. The yield is 0.890. (7) The reactants are Cl.[NH2:2][C:3]1[C:4]2[C:14]([O:15][CH2:16][C:17]([NH2:20])([CH3:19])[CH3:18])=[CH:13][CH:12]=[CH:11][C:5]=2[NH:6][S:7](=[O:10])(=[O:9])[N:8]=1.[CH:21]([C:23]1[N:24]=[CH:25][N:26]([C:28]2[CH:29]=[C:30]([CH:34]=[CH:35][N:36]=2)[C:31](O)=[O:32])[CH:27]=1)=[O:22]. No catalyst specified. The product is [NH2:2][C:3]1[C:4]2[C:14]([O:15][CH2:16][C:17]([NH:20][C:31](=[O:32])[C:30]3[CH:34]=[CH:35][N:36]=[C:28]([N:26]4[CH:27]=[C:23]([CH:21]=[O:22])[N:24]=[CH:25]4)[CH:29]=3)([CH3:18])[CH3:19])=[CH:13][CH:12]=[CH:11][C:5]=2[NH:6][S:7](=[O:10])(=[O:9])[N:8]=1. The yield is 0.290. (8) The reactants are [Cl-].O[NH3+:3].[C:4](=[O:7])([O-])[OH:5].[Na+].CS(C)=O.[CH3:13][C:14]([CH3:46])([CH3:45])[C:15](=[O:44])[CH2:16][N:17]1[C:22](=[O:23])[CH:21]=[C:20]([O:24][CH2:25][CH2:26][CH3:27])[N:19]([CH2:28][C:29]2[CH:34]=[CH:33][C:32]([C:35]3[C:36]([C:41]#[N:42])=[CH:37][CH:38]=[CH:39][CH:40]=3)=[CH:31][CH:30]=2)[C:18]1=[O:43]. The catalyst is C(Cl)(Cl)Cl. The product is [CH3:46][C:14]([CH3:45])([CH3:13])[C:15](=[O:44])[CH2:16][N:17]1[C:22](=[O:23])[CH:21]=[C:20]([O:24][CH2:25][CH2:26][CH3:27])[N:19]([CH2:28][C:29]2[CH:34]=[CH:33][C:32]([C:35]3[CH:40]=[CH:39][CH:38]=[CH:37][C:36]=3[C:41]3[NH:3][C:4](=[O:7])[O:5][N:42]=3)=[CH:31][CH:30]=2)[C:18]1=[O:43]. The yield is 0.190.